The task is: Predict which catalyst facilitates the given reaction.. This data is from Catalyst prediction with 721,799 reactions and 888 catalyst types from USPTO. Reactant: [CH3:1][C:2]1[S:3][CH:4]=[C:5]([C:7]([NH:9][C:10]2[C:11]3[C:15]([CH:16]=[C:17](B4OC(C)(C)CC(C)(C)O4)[CH:18]=2)=[N:14][N:13]([CH:29]2[CH2:34][CH2:33][CH2:32][CH2:31][O:30]2)[CH:12]=3)=[O:8])[N:6]=1.Br[C:36]1[CH:37]=[C:38]([NH2:43])[C:39]([Cl:42])=[N:40][CH:41]=1.C(=O)([O-])[O-].[Na+].[Na+].O1CCOCC1. Product: [NH2:43][C:38]1[CH:37]=[C:36]([C:17]2[CH:18]=[C:10]([NH:9][C:7]([C:5]3[N:6]=[C:2]([CH3:1])[S:3][CH:4]=3)=[O:8])[C:11]3[C:15]([CH:16]=2)=[N:14][N:13]([CH:29]2[CH2:34][CH2:33][CH2:32][CH2:31][O:30]2)[CH:12]=3)[CH:41]=[N:40][C:39]=1[Cl:42]. The catalyst class is: 263.